Dataset: Merck oncology drug combination screen with 23,052 pairs across 39 cell lines. Task: Regression. Given two drug SMILES strings and cell line genomic features, predict the synergy score measuring deviation from expected non-interaction effect. (1) Drug 1: CCC1=CC2CN(C1)Cc1c([nH]c3ccccc13)C(C(=O)OC)(c1cc3c(cc1OC)N(C)C1C(O)(C(=O)OC)C(OC(C)=O)C4(CC)C=CCN5CCC31C54)C2. Drug 2: O=C(CCCCCCC(=O)Nc1ccccc1)NO. Cell line: SW837. Synergy scores: synergy=-3.09. (2) Drug 1: N#Cc1ccc(Cn2cncc2CN2CCN(c3cccc(Cl)c3)C(=O)C2)cc1. Drug 2: O=C(O)C1(Cc2cccc(Nc3nccs3)n2)CCC(Oc2cccc(Cl)c2F)CC1. Cell line: MDAMB436. Synergy scores: synergy=7.65. (3) Drug 1: O=S1(=O)NC2(CN1CC(F)(F)F)C1CCC2Cc2cc(C=CCN3CCC(C(F)(F)F)CC3)ccc2C1. Drug 2: O=C(CCCCCCC(=O)Nc1ccccc1)NO. Cell line: KPL1. Synergy scores: synergy=-2.07. (4) Drug 1: CC(C)CC(NC(=O)C(Cc1ccccc1)NC(=O)c1cnccn1)B(O)O. Drug 2: CCc1c2c(nc3ccc(O)cc13)-c1cc3c(c(=O)n1C2)COC(=O)C3(O)CC. Cell line: UWB1289. Synergy scores: synergy=-23.3. (5) Drug 1: O=C(NOCC(O)CO)c1ccc(F)c(F)c1Nc1ccc(I)cc1F. Drug 2: COC1CC2CCC(C)C(O)(O2)C(=O)C(=O)N2CCCCC2C(=O)OC(C(C)CC2CCC(OP(C)(C)=O)C(OC)C2)CC(=O)C(C)C=C(C)C(O)C(OC)C(=O)C(C)CC(C)C=CC=CC=C1C. Cell line: NCIH520. Synergy scores: synergy=5.66. (6) Drug 1: O=S1(=O)NC2(CN1CC(F)(F)F)C1CCC2Cc2cc(C=CCN3CCC(C(F)(F)F)CC3)ccc2C1. Drug 2: O=P1(N(CCCl)CCCl)NCCCO1. Cell line: NCIH460. Synergy scores: synergy=-0.785. (7) Drug 1: Nc1ccn(C2OC(CO)C(O)C2(F)F)c(=O)n1. Drug 2: NC(=O)c1cccc2cn(-c3ccc(C4CCCNC4)cc3)nc12. Cell line: A427. Synergy scores: synergy=-3.10.